The task is: Predict which catalyst facilitates the given reaction.. This data is from Catalyst prediction with 721,799 reactions and 888 catalyst types from USPTO. (1) Reactant: [NH:1]([CH2:3][CH2:4][O:5][CH2:6][CH2:7][O:8][CH2:9][CH2:10][C:11]([OH:13])=[O:12])[NH2:2].C[C:15](C)(C)[C:16](=O)[CH2:17][C:18](OCC)=[O:19]. Product: [CH3:15][C:16]1[CH2:17][C:18](=[O:19])[N:1]([CH2:3][CH2:4][O:5][CH2:6][CH2:7][O:8][CH2:9][CH2:10][C:11]([OH:13])=[O:12])[N:2]=1. The catalyst class is: 15. (2) Reactant: [BH4-].[Na+].[CH2:3]([S:5][CH:6]([S:25][CH2:26][CH3:27])[C@@H:7]([C@H:9]([C@H:11]([CH:13](S(C1C=CC(C)=CC=1)(=O)=O)O)[OH:12])[OH:10])[OH:8])[CH3:4]. Product: [CH2:26]([S:25][CH:6]([S:5][CH2:3][CH3:4])[C@@H:7]([C@H:9]([C@H:11]([CH3:13])[OH:12])[OH:10])[OH:8])[CH3:27]. The catalyst class is: 16. (3) Reactant: C(C1C=C(NC(NC2C3C(=CC=CC=3)C(OC3C=CN=C([NH:39][C:40]4[CH:45]=[C:44]([O:46][CH2:47][CH2:48][O:49][CH2:50][CH2:51][O:52][CH2:53][CH2:54][O:55][CH3:56])[CH:43]=[C:42]([O:57][CH:58]([F:60])[F:59])[CH:41]=4)N=3)=CC=2)=O)C(OC)=C(NS(C)(=O)=O)C=1)(C)(C)C.[NH4+].[Cl-]. Product: [F:59][CH:58]([F:60])[O:57][C:42]1[CH:41]=[C:40]([CH:45]=[C:44]([O:46][CH2:47][CH2:48][O:49][CH2:50][CH2:51][O:52][CH2:53][CH2:54][O:55][CH3:56])[CH:43]=1)[NH2:39]. The catalyst class is: 314. (4) Reactant: [CH3:1][O:2][C:3]1[CH:8]=[CH:7][C:6]([OH:9])=[CH:5][CH:4]=1.C1(P(C2C=CC=CC=2)C2C=CC=CC=2)C=CC=CC=1.[CH3:29][C@@H:30](O)[CH2:31][C@H:32]([OH:34])[CH3:33].C(OC(N=NC(OC(C)C)=O)=O)(C)C.C1(C)C=CC=CC=1. Product: [CH3:1][O:2][C:3]1[CH:8]=[CH:7][C:6]([O:9][C@@H:30]([CH3:29])[CH2:31][C@H:32]([OH:34])[CH3:33])=[CH:5][CH:4]=1. The catalyst class is: 20. (5) Reactant: C([O:5][C:6](=[O:22])[C:7]1[CH:12]=[C:11]([NH:13][CH2:14][CH2:15][CH2:16][CH:17]=[CH2:18])[N:10]=[C:9]([O:19][CH2:20][CH3:21])[CH:8]=1)(C)(C)C. Product: [CH2:20]([O:19][C:9]1[CH:8]=[C:7]([CH:12]=[C:11]([NH:13][CH2:14][CH2:15][CH2:16][CH:17]=[CH2:18])[N:10]=1)[C:6]([OH:22])=[O:5])[CH3:21]. The catalyst class is: 55. (6) Reactant: Br[C:2]1[C:10]2[C:9]3[CH:11]=[CH:12][CH:13]=[CH:14][C:8]=3[O:7][C:6]=2[CH:5]=[C:4](Br)[C:3]=1[NH2:16].[CH3:17][C:18]1(C)[C:22](C)(C)OB(C(C)=C)O1.[CH:29]1(P(C2CCCCC2)C2C=CC=CC=2C2C(OC)=CC=CC=2OC)[CH2:34]CCC[CH2:30]1.C(=O)C1C=CC=CC=1.O.P([O-])([O-])([O-])=O.[K+].[K+].[K+]. Product: [CH2:17]=[C:18]([C:2]1[C:10]2[C:9]3[CH:11]=[CH:12][CH:13]=[CH:14][C:8]=3[O:7][C:6]=2[CH:5]=[C:4]([C:29]([CH3:34])=[CH2:30])[C:3]=1[NH2:16])[CH3:22]. The catalyst class is: 720. (7) Reactant: [Cl:1][C:2]1[CH:3]=[C:4]([C@@H:12]([CH2:31][CH:32]2[CH2:36][CH2:35][CH2:34][CH2:33]2)[C:13]([NH:15][C:16]2[CH:20]=[CH:19][N:18]([CH2:21][C:22]3[CH:30]=[CH:29][C:25]([C:26]([OH:28])=O)=[CH:24][CH:23]=3)[N:17]=2)=[O:14])[CH:5]=[CH:6][C:7]=1[S:8]([CH3:11])(=[O:10])=[O:9].C(Cl)(=O)C(Cl)=O.N1C(C)=CC=CC=1C.[CH3:51][N:52]([CH2:54][CH2:55][CH2:56][NH2:57])[CH3:53]. Product: [Cl:1][C:2]1[CH:3]=[C:4]([C@@H:12]([CH2:31][CH:32]2[CH2:36][CH2:35][CH2:34][CH2:33]2)[C:13]([NH:15][C:16]2[CH:20]=[CH:19][N:18]([CH2:21][C:22]3[CH:30]=[CH:29][C:25]([C:26]([NH:57][CH2:56][CH2:55][CH2:54][N:52]([CH3:53])[CH3:51])=[O:28])=[CH:24][CH:23]=3)[N:17]=2)=[O:14])[CH:5]=[CH:6][C:7]=1[S:8]([CH3:11])(=[O:9])=[O:10]. The catalyst class is: 2. (8) Reactant: [C:1](N1C=CN=C1)(N1C=CN=C1)=[S:2].C(N(C(C)C)CC)(C)C.Cl.[F:23][C:24]([F:28])([F:27])[CH2:25][NH2:26].[NH2:29][CH:30]([CH2:48][S:49]([CH2:52][C:53]1[CH:58]=[CH:57][CH:56]=[CH:55][CH:54]=1)(=[O:51])=[O:50])[C:31]([NH:33][CH:34]([CH:37]([C:39]1[O:40][C:41]2[CH:47]=[CH:46][CH:45]=[CH:44][C:42]=2[N:43]=1)[OH:38])[CH2:35][CH3:36])=[O:32]. Product: [O:40]1[C:41]2[CH:47]=[CH:46][CH:45]=[CH:44][C:42]=2[N:43]=[C:39]1[CH:37]([OH:38])[CH:34]([NH:33][C:31](=[O:32])[CH:30]([NH:29][C:1]([NH:26][CH2:25][C:24]([F:28])([F:27])[F:23])=[S:2])[CH2:48][S:49]([CH2:52][C:53]1[CH:58]=[CH:57][CH:56]=[CH:55][CH:54]=1)(=[O:50])=[O:51])[CH2:35][CH3:36]. The catalyst class is: 91.